From a dataset of Catalyst prediction with 721,799 reactions and 888 catalyst types from USPTO. Predict which catalyst facilitates the given reaction. (1) Reactant: [CH3:1][C:2]1([CH3:14])[C:11]2[C:6](=[C:7]([CH3:12])[CH:8]=[CH:9][CH:10]=2)[NH:5][C:4](=[O:13])[CH2:3]1.[Cl:15][CH2:16][C:17](Cl)=[O:18].[Cl-].[Al+3].[Cl-].[Cl-]. Product: [Cl:15][CH2:16][C:17]([C:9]1[CH:10]=[C:11]2[C:6](=[C:7]([CH3:12])[CH:8]=1)[NH:5][C:4](=[O:13])[CH2:3][C:2]2([CH3:14])[CH3:1])=[O:18]. The catalyst class is: 534. (2) Reactant: [H-].[Al+3].[Li+].[H-].[H-].[H-].[CH3:7][O:8][C:9]1[CH:10]=[C:11]([CH:15]=[C:16]([O:18][CH3:19])[CH:17]=1)[C:12](O)=[O:13]. Product: [CH3:19][O:18][C:16]1[CH:15]=[C:11]([CH:10]=[C:9]([O:8][CH3:7])[CH:17]=1)[CH2:12][OH:13]. The catalyst class is: 1. (3) Reactant: [S:1](Cl)([C:4]1[CH:10]=[CH:9][C:7]([CH3:8])=[CH:6][CH:5]=1)(=[O:3])=[O:2].[OH:12][CH2:13][CH2:14][O:15][CH2:16][CH2:17][O:18][CH2:19][CH2:20][O:21][CH2:22][C:23]([O:25][C:26]([CH3:29])([CH3:28])[CH3:27])=[O:24]. Product: [S:1]([O:12][CH2:13][CH2:14][O:15][CH2:16][CH2:17][O:18][CH2:19][CH2:20][O:21][CH2:22][C:23]([O:25][C:26]([CH3:29])([CH3:28])[CH3:27])=[O:24])([C:4]1[CH:10]=[CH:9][C:7]([CH3:8])=[CH:6][CH:5]=1)(=[O:3])=[O:2]. The catalyst class is: 17. (4) Reactant: Br[CH2:2][C:3]1[C:12]([N+:13]([O-:15])=[O:14])=[CH:11][CH:10]=[CH:9][C:4]=1[C:5]([O:7]C)=O.[NH2:16][CH2:17][CH2:18][CH:19]1[CH2:24][CH2:23][N:22]([C:25]([O:27][C:28]([CH3:31])([CH3:30])[CH3:29])=[O:26])[CH2:21][CH2:20]1.C(N(CC)CC)C.O. Product: [N+:13]([C:12]1[CH:11]=[CH:10][CH:9]=[C:4]2[C:3]=1[CH2:2][N:16]([CH2:17][CH2:18][CH:19]1[CH2:20][CH2:21][N:22]([C:25]([O:27][C:28]([CH3:31])([CH3:30])[CH3:29])=[O:26])[CH2:23][CH2:24]1)[C:5]2=[O:7])([O-:15])=[O:14]. The catalyst class is: 174. (5) Reactant: Cl.CN(C)CCCN=C=NCC.[F:13][C:14]1[CH:15]=[C:16]([C:21]2[CH:26]=[CH:25][C:24](=[O:27])[N:23]([CH2:28][C:29]3[CH:30]=[C:31]([CH:35]=[CH:36][CH:37]=3)[C:32](O)=[O:33])[N:22]=2)[CH:17]=[C:18]([F:20])[CH:19]=1.[CH3:38][O:39][CH:40]([O:43][CH3:44])[CH2:41][NH2:42].O.ON1C2C=CC=CC=2N=N1. Product: [F:13][C:14]1[CH:15]=[C:16]([C:21]2[CH:26]=[CH:25][C:24](=[O:27])[N:23]([CH2:28][C:29]3[CH:30]=[C:31]([CH:35]=[CH:36][CH:37]=3)[C:32]([NH:42][CH2:41][CH:40]([O:43][CH3:44])[O:39][CH3:38])=[O:33])[N:22]=2)[CH:17]=[C:18]([F:20])[CH:19]=1. The catalyst class is: 18. (6) Reactant: [Cl:1][C:2]1[C:11]([CH2:12][NH:13][CH:14]2[CH2:19][CH2:18][N:17]([CH2:20][CH2:21][N:22]3[C:31]4[C:26](=[CH:27][CH:28]=[C:29]([O:32][CH3:33])[CH:30]=4)[N:25]=[CH:24][C:23]3=[O:34])[CH2:16][CH2:15]2)=[N:10][C:9]2[N:8]([CH3:35])[C:7](=[O:36])[CH2:6][S:5][C:4]=2[CH:3]=1.Cl.C(OCC)(=O)C. Product: [ClH:1].[Cl:1][C:2]1[C:11]([CH2:12][NH:13][CH:14]2[CH2:19][CH2:18][N:17]([CH2:20][CH2:21][N:22]3[C:31]4[C:26](=[CH:27][CH:28]=[C:29]([O:32][CH3:33])[CH:30]=4)[N:25]=[CH:24][C:23]3=[O:34])[CH2:16][CH2:15]2)=[N:10][C:9]2[N:8]([CH3:35])[C:7](=[O:36])[CH2:6][S:5][C:4]=2[CH:3]=1. The catalyst class is: 13. (7) Product: [NH2:25][C:24]1[CH:23]=[C:22]([C@@H:20]([NH:19][C:13]2[N:12]=[C:11]([C:8]3[N:4]4[CH:5]=[CH:6][CH:7]=[C:2]([Cl:1])[C:3]4=[N:10][CH:9]=3)[C:16]([F:17])=[CH:15][N:14]=2)[CH3:21])[CH:28]=[CH:27][CH:26]=1. Reactant: [Cl:1][C:2]1[C:3]2[N:4]([C:8]([C:11]3[C:16]([F:17])=[CH:15][N:14]=[C:13](Cl)[N:12]=3)=[CH:9][N:10]=2)[CH:5]=[CH:6][CH:7]=1.[NH2:19][C@H:20]([C:22]1[CH:23]=[C:24]([CH:26]=[CH:27][CH:28]=1)[NH2:25])[CH3:21].C(=O)([O-])[O-].[K+].[K+]. The catalyst class is: 16.